This data is from Reaction yield outcomes from USPTO patents with 853,638 reactions. The task is: Predict the reaction yield, written as a fraction of the theoretical maximum amount of product (1.0 means a 100% yield; for example, 0.34 means a 34% yield). (1) The reactants are [Br:1][C:2]1[CH:10]=[CH:9][CH:8]=[C:7]2[C:3]=1[CH:4]=[CH:5][NH:6]2.[CH3:11][C:12]1[CH:17]=[CH:16][CH:15]=[CH:14][C:13]=1[S:18](Cl)(=[O:20])=[O:19]. No catalyst specified. The product is [Br:1][C:2]1[CH:10]=[CH:9][CH:8]=[C:7]2[C:3]=1[CH:4]=[CH:5][N:6]2[S:18]([C:13]1[CH:14]=[CH:15][CH:16]=[CH:17][C:12]=1[CH3:11])(=[O:20])=[O:19]. The yield is 0.870. (2) The reactants are [CH:1]1([C:7]2[N:8]=[C:9]([C:15]3[C:16]([CH3:24])=[N:17][N:18]4[CH:23]=[CH:22][CH:21]=[CH:20][C:19]=34)[S:10][C:11]=2[C:12]([NH2:14])=O)[CH2:6][CH2:5][CH2:4][CH2:3][CH2:2]1.COC(OC)[N:28]([CH3:30])C.O.[NH2:34]N. The catalyst is C(O)(=O)C. The product is [CH:1]1([C:7]2[N:8]=[C:9]([C:15]3[C:16]([CH3:24])=[N:17][N:18]4[CH:23]=[CH:22][CH:21]=[CH:20][C:19]=34)[S:10][C:11]=2[C:12]2[NH:28][CH:30]=[N:34][N:14]=2)[CH2:6][CH2:5][CH2:4][CH2:3][CH2:2]1. The yield is 0.680.